From a dataset of Full USPTO retrosynthesis dataset with 1.9M reactions from patents (1976-2016). Predict the reactants needed to synthesize the given product. (1) Given the product [CH:19]12[O:22][CH:15]([CH2:21][CH2:20]1)[CH2:16][N:17]([C:23]1[N:24]=[C:25]([C:35]3[CH:36]=[CH:37][C:38]([NH:41][C:42](=[O:43])[NH:44][C:45]4[CH:46]=[CH:47][N:48]=[CH:49][CH:50]=4)=[CH:39][CH:40]=3)[N:26]=[C:27]([N:29]3[CH2:34][CH2:33][N:32]([C:59]([O:61][CH3:62])=[O:60])[CH2:31][CH2:30]3)[N:28]=1)[CH2:18]2.[C:2]([OH:3])([C:4]([F:7])([F:6])[F:5])=[O:1], predict the reactants needed to synthesize it. The reactants are: [OH:1][C:2]([C:4]([F:7])([F:6])[F:5])=[O:3].OC(C(F)(F)F)=O.[CH:15]12[O:22][CH:19]([CH2:20][CH2:21]1)[CH2:18][N:17]([C:23]1[N:28]=[C:27]([N:29]3[CH2:34][CH2:33][NH:32][CH2:31][CH2:30]3)[N:26]=[C:25]([C:35]3[CH:40]=[CH:39][C:38]([NH:41][C:42]([NH:44][C:45]4[CH:50]=[CH:49][N:48]=[CH:47][CH:46]=4)=[O:43])=[CH:37][CH:36]=3)[N:24]=1)[CH2:16]2.C(N(CC)CC)C.Cl[C:59]([O:61][CH3:62])=[O:60]. (2) Given the product [CH2:19]1[C:28]2[C:23](=[CH:24][CH:25]=[CH:26][CH:27]=2)[CH2:22][CH2:21][N:20]1[CH2:3][CH:2]([OH:1])[CH2:4][N:5]1[CH2:10][CH2:9][N:8]([C:11]([O:13][C:14]([CH3:17])([CH3:16])[CH3:15])=[O:12])[CH2:7][C:6]1=[O:18], predict the reactants needed to synthesize it. The reactants are: [O:1]1[CH2:3][CH:2]1[CH2:4][N:5]1[CH2:10][CH2:9][N:8]([C:11]([O:13][C:14]([CH3:17])([CH3:16])[CH3:15])=[O:12])[CH2:7][C:6]1=[O:18].[CH2:19]1[C:28]2[C:23](=[CH:24][CH:25]=[CH:26][CH:27]=2)[CH2:22][CH2:21][NH:20]1. (3) Given the product [Cl:23][C:24]1[CH:32]=[CH:31][C:30]([CH2:33][NH:34][C:35](=[O:40])[C:36]([CH3:38])([CH3:37])[CH3:39])=[CH:29][C:25]=1[C:26]([NH:17][C:12]1[CH:13]=[CH:14][CH:15]=[C:16]2[C:11]=1[N:10]=[CH:9][CH:8]=[C:7]2[O:6][C:5]1[CH:18]=[CH:19][CH:20]=[C:3]([C:2]([F:1])([F:21])[F:22])[CH:4]=1)=[O:27], predict the reactants needed to synthesize it. The reactants are: [F:1][C:2]([F:22])([F:21])[C:3]1[CH:4]=[C:5]([CH:18]=[CH:19][CH:20]=1)[O:6][C:7]1[C:16]2[C:11](=[C:12]([NH2:17])[CH:13]=[CH:14][CH:15]=2)[N:10]=[CH:9][CH:8]=1.[Cl:23][C:24]1[CH:32]=[CH:31][C:30]([CH2:33][NH:34][C:35](=[O:40])[C:36]([CH3:39])([CH3:38])[CH3:37])=[CH:29][C:25]=1[C:26](O)=[O:27].C(Cl)(=O)C(Cl)=O.CCN(C(C)C)C(C)C. (4) Given the product [Cl:18][C:19]1[CH:24]=[C:23]([O:25][C:2]2[C:3]([CH3:11])=[N:4][C:5]([N+:8]([O-:10])=[O:9])=[CH:6][CH:7]=2)[CH:22]=[CH:21][N:20]=1, predict the reactants needed to synthesize it. The reactants are: Br[C:2]1[C:3]([CH3:11])=[N:4][C:5]([N+:8]([O-:10])=[O:9])=[CH:6][CH:7]=1.C([O-])([O-])=O.[K+].[K+].[Cl:18][C:19]1[CH:24]=[C:23]([OH:25])[CH:22]=[CH:21][N:20]=1.O. (5) Given the product [ClH:20].[Cl:20][C:21]1[S:29][C:28]2[CH2:27][CH2:26][N:25]([CH2:6][CH2:7][CH2:8][CH2:9][CH:10]3[C:18]4[C:13](=[CH:14][CH:15]=[CH:16][CH:17]=4)[NH:12][C:11]3=[O:19])[CH2:24][C:23]=2[CH:22]=1, predict the reactants needed to synthesize it. The reactants are: S(O[CH2:6][CH2:7][CH2:8][CH2:9][CH:10]1[C:18]2[C:13](=[CH:14][CH:15]=[CH:16][CH:17]=2)[NH:12][C:11]1=[O:19])(C)(=O)=O.[Cl:20][C:21]1[S:29][C:28]2[CH2:27][CH2:26][NH:25][CH2:24][C:23]=2[CH:22]=1.